This data is from Forward reaction prediction with 1.9M reactions from USPTO patents (1976-2016). The task is: Predict the product of the given reaction. (1) Given the reactants Br[C:2]1[C:7]2[S:8][C:9]([C:11]3[C:16]([F:17])=[CH:15][CH:14]=[CH:13][C:12]=3[Cl:18])=[N:10][C:6]=2[C:5]([Br:19])=[CH:4][N:3]=1.[CH3:20][C:21]1[N:26]=[CH:25][N:24]=[C:23]([NH2:27])[CH:22]=1.CC1(C)C2C(=C(P(C3C=CC=CC=3)C3C=CC=CC=3)C=CC=2)OC2C(P(C3C=CC=CC=3)C3C=CC=CC=3)=CC=CC1=2.C([O-])([O-])=O.[Cs+].[Cs+], predict the reaction product. The product is: [Br:19][C:5]1[C:6]2[N:10]=[C:9]([C:11]3[C:16]([F:17])=[CH:15][CH:14]=[CH:13][C:12]=3[Cl:18])[S:8][C:7]=2[C:2]([NH:27][C:23]2[CH:22]=[C:21]([CH3:20])[N:26]=[CH:25][N:24]=2)=[N:3][CH:4]=1. (2) Given the reactants [CH:1]1([CH2:4][O:5][C:6]2[N:11]=[C:10]([C:12]([OH:14])=O)[CH:9]=[CH:8][C:7]=2[N:15]2[CH2:18][C:17]([F:20])([F:19])[CH2:16]2)[CH2:3][CH2:2]1.[CH3:21][CH:22]([CH3:32])[CH2:23][CH:24]([C:26]1[N:27]=[N:28][CH:29]=[CH:30][CH:31]=1)[NH2:25], predict the reaction product. The product is: [CH3:21][CH:22]([CH3:32])[CH2:23][C@@H:24]([NH:25][C:12]([C:10]1[CH:9]=[CH:8][C:7]([N:15]2[CH2:18][C:17]([F:20])([F:19])[CH2:16]2)=[C:6]([O:5][CH2:4][CH:1]2[CH2:2][CH2:3]2)[N:11]=1)=[O:14])[C:26]1[N:27]=[N:28][CH:29]=[CH:30][CH:31]=1. (3) Given the reactants [F:1][C:2]1[CH:3]=[C:4]([C:8]2[C@:9]3([CH2:25][CH2:24][C@H:23]4[C@@H:14]([CH2:15][CH2:16][C:17]5[CH:18]=[C:19]([OH:26])[CH:20]=[CH:21][C:22]=54)[C@@H:11]3[CH2:12][CH:13]=2)[CH3:10])[CH:5]=[N:6][CH:7]=1.Br[CH2:28][CH2:29][CH2:30][C:31]([O:33]C)=[O:32].C(=O)([O-])[O-].[K+].[K+].[I-].[Na+].[OH-].[Na+].C(O)(=O)CC(CC(O)=O)(C(O)=O)O, predict the reaction product. The product is: [F:1][C:2]1[CH:3]=[C:4]([C:8]2[C@:9]3([CH2:25][CH2:24][C@H:23]4[C@@H:14]([CH2:15][CH2:16][C:17]5[CH:18]=[C:19]([O:26][CH2:28][CH2:29][CH2:30][C:31]([OH:33])=[O:32])[CH:20]=[CH:21][C:22]=54)[C@@H:11]3[CH2:12][CH:13]=2)[CH3:10])[CH:5]=[N:6][CH:7]=1. (4) The product is: [F:1][C:2]1[CH:7]=[CH:6][C:5]([C:8]2[C:13]([N:14]3[CH2:19][CH2:18][CH:17]([C:20]([N:22]([CH3:30])[C@@H:23]4[CH2:27][CH2:26][O:25][CH2:24]4)=[O:21])[CH2:16][CH2:15]3)=[CH:12][N:11]=[CH:10][N:9]=2)=[CH:4][CH:3]=1. Given the reactants [F:1][C:2]1[CH:7]=[CH:6][C:5]([C:8]2[C:13]([N:14]3[CH2:19][CH2:18][CH:17]([C:20]([NH:22][C@@H:23]4[CH2:27][CH2:26][O:25][CH2:24]4)=[O:21])[CH2:16][CH2:15]3)=[CH:12][N:11]=[CH:10][N:9]=2)=[CH:4][CH:3]=1.[H-].[Na+].[CH3:30]I.[Cl-].[NH4+], predict the reaction product. (5) Given the reactants [OH:1][C:2]1[CH:3]=[C:4]2[C:8](=[CH:9][CH:10]=1)[NH:7][CH:6]=[CH:5]2.F[C:12]1[CH:21]=[C:20]([F:22])[CH:19]=[CH:18][C:13]=1[C:14]([O:16][CH3:17])=[O:15].[O-]P([O-])([O-])=O.[K+].[K+].[K+], predict the reaction product. The product is: [NH:7]1[C:8]2[C:4](=[CH:3][C:2]([O:1][C:12]3[CH:21]=[C:20]([F:22])[CH:19]=[CH:18][C:13]=3[C:14]([O:16][CH3:17])=[O:15])=[CH:10][CH:9]=2)[CH:5]=[CH:6]1. (6) Given the reactants [NH:1]1[C:9]2[CH:8]=[CH:7][CH:6]=[C:5]([CH:10]=[O:11])[C:4]=2[CH:3]=[CH:2]1.[C:12](O[C:20]([O:22][C:23]([CH3:26])([CH3:25])C)=O)([O:14][C:15]([CH3:18])([CH3:17])[CH3:16])=[O:13].[C:27](#[N:29])[CH3:28], predict the reaction product. The product is: [CH:10]([C:5]1[CH:6]=[CH:7][CH:8]=[C:9]2[C:4]=1[CH:3]=[CH:2][N:1]2[C:12]([O:14][C:15]([CH3:18])([CH3:17])[CH3:16])=[O:13])=[O:11].[NH:1]1[C:9]2[C:4](=[C:5]([C:10](=[O:11])[CH:27]([NH:29][C:6]3[CH:5]=[CH:10][CH:25]=[C:23]([O:22][CH3:20])[CH:26]=3)[C:28]3[CH:8]=[CH:9][CH:4]=[CH:3][CH:2]=3)[CH:6]=[CH:7][CH:8]=2)[CH:3]=[CH:2]1. (7) Given the reactants [F:1][C:2]1[CH:3]=[C:4]([CH:13]([C:17]2[CH:22]=[CH:21][CH:20]=[CH:19][CH:18]=2)[CH2:14][CH2:15]O)[CH:5]=[C:6]2[C:10]=1[NH:9][CH:8]=[C:7]2[C:11]#[N:12].[CH3:23][NH:24]CCC(C1C=C2C(=CC=1)NC=C2C#N)C1C=CC=CC=1, predict the reaction product. The product is: [F:1][C:2]1[CH:3]=[C:4]([CH:13]([C:17]2[CH:22]=[CH:21][CH:20]=[CH:19][CH:18]=2)[CH2:14][CH2:15][NH:24][CH3:23])[CH:5]=[C:6]2[C:10]=1[NH:9][CH:8]=[C:7]2[C:11]#[N:12].